This data is from Full USPTO retrosynthesis dataset with 1.9M reactions from patents (1976-2016). The task is: Predict the reactants needed to synthesize the given product. (1) Given the product [Br:22][C:17]1[CH:18]=[CH:19][CH:20]=[CH:21][C:16]=1[N:12]1[C:10]2=[N:11][C:6]([OH:5])=[CH:7][CH:8]=[C:9]2[N:14]=[C:13]1[Cl:25], predict the reactants needed to synthesize it. The reactants are: CS([O:5][C:6]1[N:11]=[C:10]2[N:12]([C:16]3[CH:21]=[CH:20][CH:19]=[CH:18][C:17]=3[Br:22])[C:13](O)=[N:14][C:9]2=[CH:8][CH:7]=1)(=O)=O.O=P(Cl)(Cl)[Cl:25]. (2) Given the product [CH2:36]([O:38][C:39](=[O:52])[CH2:40][C@@H:41]([O:44][Si:45]([C:48]([CH3:49])([CH3:51])[CH3:50])([CH3:46])[CH3:47])[CH2:42][O:34][C:31]1[CH:32]=[CH:33][C:28]([C:3]([CH2:4][CH3:5])([C:6]2[CH:11]=[CH:10][C:9]([C:12]#[C:13][C:14]([O:23][CH2:24][O:25][CH3:26])([C:19]([F:20])([F:21])[F:22])[C:15]([F:18])([F:17])[F:16])=[C:8]([CH3:27])[CH:7]=2)[CH2:1][CH3:2])=[CH:29][C:30]=1[CH3:35])[CH3:37], predict the reactants needed to synthesize it. The reactants are: [CH2:1]([C:3]([C:28]1[CH:33]=[CH:32][C:31]([OH:34])=[C:30]([CH3:35])[CH:29]=1)([C:6]1[CH:11]=[CH:10][C:9]([C:12]#[C:13][C:14]([O:23][CH2:24][O:25][CH3:26])([C:19]([F:22])([F:21])[F:20])[C:15]([F:18])([F:17])[F:16])=[C:8]([CH3:27])[CH:7]=1)[CH2:4][CH3:5])[CH3:2].[CH2:36]([O:38][C:39](=[O:52])[CH2:40][C@@H:41]([O:44][Si:45]([C:48]([CH3:51])([CH3:50])[CH3:49])([CH3:47])[CH3:46])[CH2:42]O)[CH3:37]. (3) Given the product [CH3:27][O:26][C:14]1[C:13]([CH2:12][C@H:11]([NH:28][C:29]([C:31]2[CH:32]=[C:33]3[C:37](=[CH:38][CH:39]=2)[CH2:36][N:35]([CH2:43][C:44]2[CH:45]=[N:46][CH:47]=[CH:48][CH:49]=2)[CH2:34]3)=[O:30])[B:9]2[O:8][CH:7]3[C:2]([CH3:1])([CH:3]4[CH2:40][CH:5]([CH2:6]3)[C:4]4([CH3:42])[CH3:41])[O:10]2)=[CH:25][CH:24]=[CH:23][C:15]=1[C:16]([O:18][C:19]([CH3:20])([CH3:21])[CH3:22])=[O:17], predict the reactants needed to synthesize it. The reactants are: [CH3:1][C:2]12[O:10][B:9]([C@@H:11]([NH:28][C:29]([C:31]3[CH:32]=[C:33]4[C:37](=[CH:38][CH:39]=3)[CH2:36][NH:35][CH2:34]4)=[O:30])[CH2:12][C:13]3[C:14]([O:26][CH3:27])=[C:15]([CH:23]=[CH:24][CH:25]=3)[C:16]([O:18][C:19]([CH3:22])([CH3:21])[CH3:20])=[O:17])[O:8][CH:7]1[CH2:6][CH:5]1[CH2:40][CH:3]2[C:4]1([CH3:42])[CH3:41].[CH:43](=O)[C:44]1[CH:49]=[CH:48][CH:47]=[N:46][CH:45]=1.O. (4) The reactants are: C(OC([N:8]1[C:12]2[CH:13]=[CH:14][CH:15]=[CH:16][C:11]=2[N:10]=[C:9]1[C:17]1[CH:22]=[C:21]([N:23]2[CH2:32][CH2:31][C:26]3(OCC[O:27]3)[CH2:25][CH2:24]2)[CH:20]=[CH:19][C:18]=1[Cl:33])=O)(C)(C)C.Cl. Given the product [NH:8]1[C:12]2[CH:13]=[CH:14][CH:15]=[CH:16][C:11]=2[N:10]=[C:9]1[C:17]1[CH:22]=[C:21]([N:23]2[CH2:32][CH2:31][C:26](=[O:27])[CH2:25][CH2:24]2)[CH:20]=[CH:19][C:18]=1[Cl:33], predict the reactants needed to synthesize it. (5) Given the product [C:4]([O:8][CH2:10][C:11]1[CH:20]=[CH:19][C:18]2[C:13](=[CH:14][CH:15]=[CH:16][CH:17]=2)[CH:12]=1)(=[O:7])[CH:5]=[CH2:6], predict the reactants needed to synthesize it. The reactants are: O.[OH-].[Na+].[C:4]([OH:8])(=[O:7])[CH:5]=[CH2:6].Br[CH2:10][C:11]1[CH:20]=[CH:19][C:18]2[C:13](=[CH:14][CH:15]=[CH:16][CH:17]=2)[CH:12]=1. (6) The reactants are: Cl[CH:2](Cl)[C:3]([N:5](CC1OC(=O)OC=1C1N(C([O-])=O)CCC1)C1C=CC=C(C2ON=C(C3C(Cl)=CC=CC=3Cl)C=2)C=1)=[O:4].[F:41][C:42]([F:47])([F:46])[C:43]([OH:45])=[O:44]. Given the product [F:41][C:42]([F:47])([F:46])[C:43]([OH:45])=[O:44].[C:3]([NH2:5])(=[O:4])[CH3:2], predict the reactants needed to synthesize it. (7) Given the product [OH:38][CH:37]([C:39]1[CH:44]=[CH:43][CH:42]=[C:41]([OH:45])[CH:40]=1)[CH2:36][NH:35][C:16]([C@@H:9]1[CH2:10][C:11](=[N:13][O:14][CH3:15])[CH2:12][N:8]1[C:6]([C:29]1[CH:28]=[CH:27][C:26]([C:21]2[CH:22]=[CH:23][CH:24]=[CH:25][C:20]=2[CH3:19])=[CH:31][CH:30]=1)=[O:7])=[O:18], predict the reactants needed to synthesize it. The reactants are: C(O[C:6]([N:8]1[CH2:12][C:11](=[N:13][O:14][CH3:15])[CH2:10][C@H:9]1[C:16]([OH:18])=O)=[O:7])(C)(C)C.[CH3:19][C:20]1[CH:25]=[CH:24][CH:23]=[CH:22][C:21]=1[C:26]1[CH:31]=[CH:30][C:29](C(O)=O)=[CH:28][CH:27]=1.[NH2:35][CH2:36][CH:37]([C:39]1[CH:40]=[C:41]([OH:45])[CH:42]=[CH:43][CH:44]=1)[OH:38]. (8) The reactants are: [CH:1]1([CH2:4][O:5][CH2:6][C:7]2[NH:12][C:11](=S)[NH:10][C:9](=[O:14])[CH:8]=2)[CH2:3][CH2:2]1.BrCC(O)=[O:18].[OH-].[Na+]. Given the product [CH:1]1([CH2:4][O:5][CH2:6][C:7]2[NH:12][C:11](=[O:18])[NH:10][C:9](=[O:14])[CH:8]=2)[CH2:3][CH2:2]1, predict the reactants needed to synthesize it. (9) The reactants are: Cl.[O:2]=[C:3]1[NH:7][CH2:6][CH2:5][N:4]1[C:8]1[CH:13]=[CH:12][CH:11]=[CH:10][C:9]=1/[CH:14]=[CH:15]/[C:16]([O:18][CH2:19][CH3:20])=[O:17].C(N(CC)CC)C.[CH3:28][O:29][C:30]1[CH:37]=[CH:36][C:33]([CH:34]=O)=[CH:32][CH:31]=1.C(O[BH-](OC(=O)C)OC(=O)C)(=O)C.[Na+]. Given the product [CH3:28][O:29][C:30]1[CH:37]=[CH:36][C:33]([CH2:34][N:7]2[CH2:6][CH2:5][N:4]([C:8]3[CH:13]=[CH:12][CH:11]=[CH:10][C:9]=3/[CH:14]=[CH:15]/[C:16]([O:18][CH2:19][CH3:20])=[O:17])[C:3]2=[O:2])=[CH:32][CH:31]=1, predict the reactants needed to synthesize it.